From a dataset of Full USPTO retrosynthesis dataset with 1.9M reactions from patents (1976-2016). Predict the reactants needed to synthesize the given product. (1) Given the product [CH3:1][O:2][C:3]1[CH:4]=[CH:5][C:6]2[S:12][CH2:11][CH2:10][N:9]([CH2:13][C:14]3[CH:23]=[CH:22][C:17]([C:18]([OH:20])=[O:19])=[CH:16][CH:15]=3)[CH2:8][C:7]=2[N:24]=1, predict the reactants needed to synthesize it. The reactants are: [CH3:1][O:2][C:3]1[CH:4]=[CH:5][C:6]2[S:12][CH2:11][CH2:10][N:9]([CH2:13][C:14]3[CH:23]=[CH:22][C:17]([C:18]([O:20]C)=[O:19])=[CH:16][CH:15]=3)[CH2:8][C:7]=2[N:24]=1.[OH-].[Li+].CO.C1COCC1. (2) Given the product [CH2:1]([C:8]1[CH:9]=[N:10][C:11]2[C:16]([C:17]=1[C:18]1[CH:19]=[C:20]([NH:24][CH2:36][C:33]3[CH:34]=[CH:35][N+:30]([O-:29])=[CH:31][CH:32]=3)[CH:21]=[CH:22][CH:23]=1)=[CH:15][CH:14]=[CH:13][C:12]=2[C:25]([F:28])([F:26])[F:27])[C:2]1[CH:3]=[CH:4][CH:5]=[CH:6][CH:7]=1, predict the reactants needed to synthesize it. The reactants are: [CH2:1]([C:8]1[CH:9]=[N:10][C:11]2[C:16]([C:17]=1[C:18]1[CH:19]=[C:20]([NH2:24])[CH:21]=[CH:22][CH:23]=1)=[CH:15][CH:14]=[CH:13][C:12]=2[C:25]([F:28])([F:27])[F:26])[C:2]1[CH:7]=[CH:6][CH:5]=[CH:4][CH:3]=1.[O-:29][N+:30]1[CH:35]=[CH:34][C:33]([C:36]2C=CC=CC=2C=O)=[CH:32][CH:31]=1. (3) The reactants are: [Cl:1][C:2]1[CH:7]=[CH:6][C:5]([S:8]([CH:11]([C:22]2[CH:27]=[C:26]([F:28])[CH:25]=[CH:24][C:23]=2[F:29])[C:12]2[C:13]([CH3:21])=[CH:14][C:15]([C:18](O)=[O:19])=[N:16][CH:17]=2)(=[O:10])=[O:9])=[CH:4][C:3]=1[CH3:30].[NH2:31][CH2:32][CH2:33][OH:34].Cl.C(N=C=NCCCN(C)C)C.ON1C2C=CC=CC=2N=N1.C(N(CC)CC)C. Given the product [Cl:1][C:2]1[CH:7]=[CH:6][C:5]([S:8]([CH:11]([C:22]2[CH:27]=[C:26]([F:28])[CH:25]=[CH:24][C:23]=2[F:29])[C:12]2[C:13]([CH3:21])=[CH:14][C:15]([C:18]([NH:31][CH2:32][CH2:33][OH:34])=[O:19])=[N:16][CH:17]=2)(=[O:10])=[O:9])=[CH:4][C:3]=1[CH3:30], predict the reactants needed to synthesize it. (4) Given the product [CH2:12]([O:8][CH:4]([CH3:3])[CH2:5][CH:6]=[CH2:7])[CH:11]=[CH2:10], predict the reactants needed to synthesize it. The reactants are: [H-].[Na+].[CH3:3][CH:4]([OH:8])[CH2:5][CH:6]=[CH2:7].Br[CH2:10][CH:11]=[CH2:12].